From a dataset of Full USPTO retrosynthesis dataset with 1.9M reactions from patents (1976-2016). Predict the reactants needed to synthesize the given product. (1) Given the product [CH:7]([N:20]1[C:24]2=[N:25][C:26]([O:35][CH2:40][CH2:41][N:42]([CH2:45][CH3:46])[CH2:43][CH3:44])=[CH:27][C:28]([C:29]3[CH:34]=[CH:33][CH:32]=[CH:31][CH:30]=3)=[C:23]2[C:22]([C:36]#[N:37])=[CH:21]1)([C:14]1[CH:15]=[CH:16][CH:17]=[CH:18][CH:19]=1)[C:8]1[CH:13]=[CH:12][CH:11]=[CH:10][CH:9]=1, predict the reactants needed to synthesize it. The reactants are: C(=O)([O-])[O-].[Cs+].[Cs+].[CH:7]([N:20]1[C:24]2=[N:25][C:26]([OH:35])=[CH:27][C:28]([C:29]3[CH:34]=[CH:33][CH:32]=[CH:31][CH:30]=3)=[C:23]2[C:22]([C:36]#[N:37])=[CH:21]1)([C:14]1[CH:19]=[CH:18][CH:17]=[CH:16][CH:15]=1)[C:8]1[CH:13]=[CH:12][CH:11]=[CH:10][CH:9]=1.Cl.Br[CH2:40][CH2:41][N:42]([CH2:45][CH3:46])[CH2:43][CH3:44].C(OCC)(=O)C. (2) Given the product [CH3:23][O:22][C:19]1[CH:20]=[C:21]2[C:16](=[CH:17][C:18]=1[O:24][CH3:25])[N:15]=[CH:14][N:13]=[C:12]2[NH:11][C:3]1[CH:4]=[CH:5][C:6]([NH2:8])=[CH:7][C:2]=1[F:1], predict the reactants needed to synthesize it. The reactants are: [F:1][C:2]1[CH:7]=[C:6]([N+:8]([O-])=O)[CH:5]=[CH:4][C:3]=1[NH:11][C:12]1[C:21]2[C:16](=[CH:17][C:18]([O:24][CH3:25])=[C:19]([O:22][CH3:23])[CH:20]=2)[N:15]=[CH:14][N:13]=1.[Cl-].[NH4+]. (3) Given the product [Cl:1][C:2]1[C:7]([F:8])=[C:6]([O:9][CH3:10])[CH:5]=[CH:4][C:3]=1[CH:11]([NH:19][C:20]1[CH:29]=[C:28]([F:30])[CH:27]=[C:26]2[C:21]=1[CH:22]=[CH:23][C:24](=[O:31])[NH:25]2)[C:12]([CH2:14][S:40][CH2:38][CH3:39])([OH:13])[C:15]([F:16])([F:17])[F:18], predict the reactants needed to synthesize it. The reactants are: [Cl:1][C:2]1[C:7]([F:8])=[C:6]([O:9][CH3:10])[CH:5]=[CH:4][C:3]=1[CH:11]([NH:19][C:20]1[CH:29]=[C:28]([F:30])[CH:27]=[C:26]2[C:21]=1[CH:22]=[CH:23][C:24](=[O:31])[NH:25]2)[C:12]1([C:15]([F:18])([F:17])[F:16])[CH2:14][O:13]1.C([O-])([O-])=O.[Cs+].[Cs+].[CH2:38]([SH:40])[CH3:39].O. (4) Given the product [F:1][C:2]1[C:3]([NH:12][C:13]2[CH:18]=[CH:17][C:16]([CH2:19][CH2:20][CH2:21][OH:22])=[CH:15][C:14]=2[F:23])=[C:4]([CH:8]=[CH:9][C:10]=1[F:11])[C:5]([NH:24][O:25][CH2:26][CH2:27][O:28][CH:29]=[CH2:30])=[O:7], predict the reactants needed to synthesize it. The reactants are: [F:1][C:2]1[C:3]([NH:12][C:13]2[CH:18]=[CH:17][C:16]([CH2:19][CH2:20][CH2:21][OH:22])=[CH:15][C:14]=2[F:23])=[C:4]([CH:8]=[CH:9][C:10]=1[F:11])[C:5]([OH:7])=O.[NH2:24][O:25][CH2:26][CH2:27][O:28][CH:29]=[CH2:30].C[N+]1(C2N=C(OC)N=C(OC)N=2)CCOCC1.[Cl-].